The task is: Predict the reaction yield, written as a fraction of the theoretical maximum amount of product (1.0 means a 100% yield; for example, 0.34 means a 34% yield).. This data is from Reaction yield outcomes from USPTO patents with 853,638 reactions. (1) The product is [CH2:25]([CH:27]([CH2:30][CH2:31][CH2:32][CH3:33])[CH2:28][O:1][C:2]1[CH:15]=[CH:14][C:13]2[C:12](=[O:16])[C:11]3[C:6](=[CH:7][CH:8]=[C:9]([O:17][CH2:5][CH:4]([CH2:13][CH3:12])[CH2:3][CH2:2][CH2:15][CH3:14])[CH:10]=3)[C:5](=[O:18])[C:4]=2[CH:3]=1)[CH3:26]. No catalyst specified. The yield is 0.620. The reactants are [OH:1][C:2]1[CH:15]=[CH:14][C:13]2[C:12](=[O:16])[C:11]3[C:6](=[CH:7][CH:8]=[C:9]([OH:17])[CH:10]=3)[C:5](=[O:18])[C:4]=2[CH:3]=1.C([O-])([O-])=O.[K+].[K+].[CH2:25]([CH:27]([CH2:30][CH2:31][CH2:32][CH3:33])[CH2:28]Br)[CH3:26]. (2) The reactants are [O:1]([CH:8]([C:10]1[CH:18]=[CH:17][C:13]([C:14]([OH:16])=O)=[CH:12][N:11]=1)[CH3:9])[C:2]1[CH:7]=[CH:6][CH:5]=[CH:4][CH:3]=1.Cl.C(N=C=NCCCN(C)C)C.ON1C2C=CC=CC=2N=N1.C(N(CC)CC)C.[NH2:48][CH2:49][C:50]1[C:51]([OH:58])=[N:52][C:53]([CH3:57])=[CH:54][C:55]=1[CH3:56]. The catalyst is ClCCl. The product is [OH:58][C:51]1[C:50]([CH2:49][NH:48][C:14](=[O:16])[C:13]2[CH:17]=[CH:18][C:10]([CH:8]([O:1][C:2]3[CH:3]=[CH:4][CH:5]=[CH:6][CH:7]=3)[CH3:9])=[N:11][CH:12]=2)=[C:55]([CH3:56])[CH:54]=[C:53]([CH3:57])[N:52]=1. The yield is 0.322. (3) The reactants are [Cl:1][C:2]1[C:7]2[C:8](=[O:22])[N:9]([CH2:11][C:12]3[CH:17]=[CH:16][C:15]([O:18][CH3:19])=[CH:14][C:13]=3[O:20][CH3:21])[CH2:10][C:6]=2[C:5]([F:23])=[C:4](Cl)[N:3]=1.[NH2:25][C@H:26]1[CH2:31][CH2:30][CH2:29][CH2:28][C@H:27]1[NH:32][C:33](=[O:39])[O:34][C:35]([CH3:38])([CH3:37])[CH3:36].CCN(C(C)C)C(C)C. The catalyst is C(#N)C.CO. The product is [Cl:1][C:2]1[C:7]2[C:8](=[O:22])[N:9]([CH2:11][C:12]3[CH:17]=[CH:16][C:15]([O:18][CH3:19])=[CH:14][C:13]=3[O:20][CH3:21])[CH2:10][C:6]=2[C:5]([F:23])=[C:4]([NH:25][C@H:26]2[CH2:31][CH2:30][CH2:29][CH2:28][C@H:27]2[NH:32][C:33](=[O:39])[O:34][C:35]([CH3:37])([CH3:36])[CH3:38])[N:3]=1. The yield is 0.340.